The task is: Predict the product of the given reaction.. This data is from Forward reaction prediction with 1.9M reactions from USPTO patents (1976-2016). (1) Given the reactants [F:1][C:2]([F:49])([F:48])[C:3]1[CH:4]=[C:5]([CH:41]=[C:42]([C:44]([F:47])([F:46])[F:45])[CH:43]=1)[C:6]([N:8]1[CH2:13][CH2:12][N:11]([CH2:14][C:15]#[C:16][C:17]2[CH:18]=[N:19][C:20]([NH:23]C(OC(C)(C)C)=O)=[CH:21][CH:22]=2)[CH2:10][C@H:9]1[CH2:31][C:32]1[C:40]2[C:35](=[CH:36][CH:37]=[CH:38][CH:39]=2)[NH:34][CH:33]=1)=[O:7].FC(F)(F)C(O)=O.[ClH:57], predict the reaction product. The product is: [ClH:57].[ClH:57].[F:47][C:44]([F:45])([F:46])[C:42]1[CH:41]=[C:5]([CH:4]=[C:3]([C:2]([F:48])([F:1])[F:49])[CH:43]=1)[C:6]([N:8]1[CH2:13][CH2:12][N:11]([CH2:14][C:15]#[C:16][C:17]2[CH:18]=[N:19][C:20]([NH2:23])=[CH:21][CH:22]=2)[CH2:10][C@H:9]1[CH2:31][C:32]1[C:40]2[C:35](=[CH:36][CH:37]=[CH:38][CH:39]=2)[NH:34][CH:33]=1)=[O:7]. (2) Given the reactants [CH3:1][O:2][C:3]1[CH:4]=[N:5][C:6]2[C:11]([C:12]=1[CH3:13])=[N:10][CH:9]=[CH:8][CH:7]=2.[Br:14]N1C(=O)CCC1=O.C(OOC(=O)C1C=CC=CC=1)(=O)C1C=CC=CC=1, predict the reaction product. The product is: [Br:14][CH2:13][C:12]1[C:11]2[C:6](=[CH:7][CH:8]=[CH:9][N:10]=2)[N:5]=[CH:4][C:3]=1[O:2][CH3:1]. (3) Given the reactants C([O:5][N:6]=[C:7]1[C:16]2[C:11](=[CH:12][CH:13]=[C:14]([OH:17])[CH:15]=2)[O:10][C:9]([C:18]2[N:23]=[CH:22][C:21]3[CH:24]=[CH:25][S:26][C:20]=3[CH:19]=2)=[CH:8]1)(C)(C)C.Cl.[Cl:28][CH2:29][CH2:30][N:31]1[CH2:36][CH2:35][CH2:34][C:33]([F:38])([F:37])[CH2:32]1, predict the reaction product. The product is: [ClH:28].[F:37][C:33]1([F:38])[CH2:34][CH2:35][CH2:36][N:31]([CH2:30][CH2:29][O:17][C:14]2[CH:15]=[C:16]3[C:11](=[CH:12][CH:13]=2)[O:10][C:9]([C:18]2[N:23]=[CH:22][C:21]4[CH:24]=[CH:25][S:26][C:20]=4[CH:19]=2)=[CH:8][C:7]3=[N:6][OH:5])[CH2:32]1. (4) Given the reactants CCN(C(C)C)C(C)C.[CH2:10]([O:12][C:13]1[C:22]([O:23][CH3:24])=[CH:21][C:20]2[C:19]([C:25]3[CH:33]=[CH:32][C:28]([C:29](O)=[O:30])=[CH:27][CH:26]=3)=[N:18][C@@H:17]3[CH2:34][CH2:35][S:36][CH2:37][C@@H:16]3[C:15]=2[CH:14]=1)[CH3:11].Cl.[CH2:39]([N:46]1[C:51]2[CH:52]=[C:53]([C:55]3[CH:60]=[CH:59][CH:58]=[CH:57][CH:56]=3)[S:54][C:50]=2[C:49](=[O:61])[N:48]([CH:62]2[CH2:67][CH2:66][NH:65][CH2:64][CH2:63]2)[C:47]1=[O:68])[C:40]1[CH:45]=[CH:44][CH:43]=[CH:42][CH:41]=1.CN(C(ON1N=NC2C=CC=CC1=2)=[N+](C)C)C.F[P-](F)(F)(F)(F)F.C(=O)(O)[O-].[Na+], predict the reaction product. The product is: [CH2:39]([N:46]1[C:51]2[CH:52]=[C:53]([C:55]3[CH:60]=[CH:59][CH:58]=[CH:57][CH:56]=3)[S:54][C:50]=2[C:49](=[O:61])[N:48]([CH:62]2[CH2:67][CH2:66][N:65]([C:29]([C:28]3[CH:27]=[CH:26][C:25]([C:19]4[C:20]5[CH:21]=[C:22]([O:23][CH3:24])[C:13]([O:12][CH2:10][CH3:11])=[CH:14][C:15]=5[C@H:16]5[CH2:37][S:36][CH2:35][CH2:34][C@H:17]5[N:18]=4)=[CH:33][CH:32]=3)=[O:30])[CH2:64][CH2:63]2)[C:47]1=[O:68])[C:40]1[CH:41]=[CH:42][CH:43]=[CH:44][CH:45]=1. (5) Given the reactants C[C@@H](N[C:61]([C@H:63]1N(C([C@@H](N[C:61]([C@@H:63](NC([C@H](NC([C@@H](N([C:61]([C@@H:63](N[C:61]([C@H:63](N[C:61]([C@H:63](N[C:61]([C@H:63](NC(C)=[O:4])CC2C=CC3C=CC=CC=3C=2)=[O:62])CC2C=CC(Cl)=CC=2)=[O:62])CC2C=CC=NC=2)=[O:62])C[OH:4])=[O:62])C)CC2C=CC([OH:4])=CC=2)=[O:4])[CH2:63][C:61](N)=[O:62])=[O:4])CC(C)C)=[O:62])CCCCNC(C)C)=[O:4])CCC1)=[O:62])C(N)=[O:4].[CH3:102][CH2:103][NH:104]/[C:105](/[NH:109][CH2:110][CH2:111][CH2:112][CH2:113][C@@H:114]([NH:154][C:155]([C@@H:157]([NH:166][C:167]([C@@H:169]([NH:172][C:173]([C@H:175]([NH:183][C:184]([C@H:186]([NH:195][C:196]([C@H:198]([NH:210][C:211]([CH3:213])=[O:212])[CH2:199][C:200]1[CH:201]=[CH:202][C:203]2[CH:204]=[CH:205][CH:206]=[CH:207][C:208]=2[CH:209]=1)=[O:197])[CH2:187][C:188]1[CH:189]=[CH:190][C:191]([Cl:194])=[CH:192][CH:193]=1)=[O:185])[CH2:176][C:177]1[CH:178]=[CH:179][CH:180]=[N:181][CH:182]=1)=[O:174])[CH2:170][OH:171])=[O:168])[CH2:158][C:159]1[CH:160]=[CH:161][C:162]([OH:165])=[CH:163][CH:164]=1)=[O:156])[C:115]([NH:117][C@H:118]([C:123]([NH:125][C@H:126]([C:139]([N:141]1[C@H:145]([C:146]([NH:148][C@@H:149]([C:151]([NH2:153])=[O:152])[CH3:150])=[O:147])[CH2:144][CH2:143][CH2:142]1)=[O:140])[CH2:127][CH2:128][CH2:129][CH2:130][NH:131]/[C:132](/[NH:136][CH2:137][CH3:138])=[N:133]/[CH2:134][CH3:135])=[O:124])[CH2:119][CH:120]([CH3:122])[CH3:121])=[O:116])=[N:106]\[CH2:107][CH3:108], predict the reaction product. The product is: [CH3:108][CH2:107][NH:106][C:105]([NH:104][CH2:103][CH3:102])=[N:109][CH2:110][CH2:111][CH2:112][CH2:113][C@@H:114]([NH:154][C:155]([C@H:157]([NH:166][C:167]([C@H:169]([NH:172][C:173]([C@@H:175]([NH:183][C:184]([C@@H:186]([NH:195][C:196]([CH:198]([NH:210][C:211]([CH3:213])=[O:212])[CH2:199][C:200]1[CH:201]=[CH:202][C:203]2[C:208](=[CH:207][CH:206]=[CH:205][CH:204]=2)[CH:209]=1)=[O:197])[CH2:187][C:188]1[CH:193]=[CH:192][C:191]([Cl:194])=[CH:190][CH:189]=1)=[O:185])[CH2:176][C:177]1[CH:178]=[CH:179][CH:180]=[N:181][CH:182]=1)=[O:174])[CH2:170][OH:171])=[O:168])[CH2:158][C:159]1[CH:164]=[CH:163][C:162]([OH:165])=[CH:161][CH:160]=1)=[O:156])[C:115]([NH:117][C@H:118]([C:123]([NH:125][C@H:126]([C:139]([N:141]1[CH:145]([C:146]([NH:148][C@@H:149]([C:151]([NH2:153])=[O:152])[CH3:150])=[O:147])[CH2:144][CH2:143][CH2:142]1)=[O:140])[CH2:127][CH2:128][CH2:129][CH2:130][N:131]=[C:132]([NH:133][CH2:134][CH3:135])[NH:136][CH2:137][CH3:138])=[O:124])[CH2:119][CH:120]([CH3:121])[CH3:122])=[O:116].[CH3:63][C:61]([OH:116])=[O:62].[CH3:175][C:173]([OH:4])=[O:174]. (6) The product is: [CH2:9]([NH:11][CH2:7][C:5]1[CH:4]=[N:3][N:2]([CH3:1])[CH:6]=1)[CH3:10]. Given the reactants [CH3:1][N:2]1[CH:6]=[C:5]([CH:7]=O)[CH:4]=[N:3]1.[CH2:9]([NH2:11])[CH3:10], predict the reaction product. (7) Given the reactants [OH:1][CH2:2][CH2:3][N:4]([CH2:27][CH2:28][OH:29])[C:5]1[CH:6]=[CH:7][C:8]([N:17]=[N:18][C:19]2[S:23][N:22]=[C:21]([CH3:24])[C:20]=2[C:25]#[N:26])=[C:9]([NH:11][C:12](=[O:16])[CH2:13][CH2:14][CH3:15])[CH:10]=1.C(=O)([O-])[O-].[K+].[K+].Cl[CH2:37][CH2:38][C:39](Cl)=[O:40].[O:42]1C[CH2:45][CH2:44][CH2:43]1, predict the reaction product. The product is: [C:12]([NH:11][C:9]1[CH:10]=[C:5]([N:4]([CH2:27][CH2:28][O:29][C:43](=[O:42])[CH:44]=[CH2:45])[CH2:3][CH2:2][O:1][C:39](=[O:40])[CH:38]=[CH2:37])[CH:6]=[CH:7][C:8]=1[N:17]=[N:18][C:19]1[S:23][N:22]=[C:21]([CH3:24])[C:20]=1[C:25]#[N:26])(=[O:16])[CH2:13][CH2:14][CH3:15].